Dataset: Full USPTO retrosynthesis dataset with 1.9M reactions from patents (1976-2016). Task: Predict the reactants needed to synthesize the given product. (1) Given the product [O:1]=[CH:2][C@@H:3]([C@H:5]([C@@H:7]([CH2:9][OH:10])[OH:8])[OH:6])[OH:4].[OH:1][CH2:2][C:3]([C@H:5]([C@@H:7]([CH2:9][OH:10])[OH:8])[OH:6])=[O:4], predict the reactants needed to synthesize it. The reactants are: [O:1]=[CH:2][C@@H:3]([C@H:5]([C@@H:7]([CH2:9][OH:10])[OH:8])[OH:6])[OH:4]. (2) Given the product [CH2:1]([O:3][C:4]([C:6]1[C:10]([CH3:11])=[CH:9][NH:8][C:7]=1[CH2:12][CH2:13][NH:14][CH2:15][CH2:16][N:17]1[CH2:22][CH2:21][CH2:20][CH2:19][CH2:18]1)=[O:5])[CH3:2], predict the reactants needed to synthesize it. The reactants are: [CH2:1]([O:3][C:4]([C:6]1[C:10]([CH3:11])=[CH:9][NH:8][C:7]=1[CH2:12][C:13](=O)[NH:14][CH2:15][CH2:16][N:17]1[CH2:22][CH2:21][CH2:20][CH2:19][CH2:18]1)=[O:5])[CH3:2].O.Cl.[OH-].[Na+]. (3) Given the product [CH2:12]([NH:14][C:2]1[C:7]2[C:8]([I:11])=[N:9][NH:10][C:6]=2[CH:5]=[CH:4][N:3]=1)[CH3:13], predict the reactants needed to synthesize it. The reactants are: Cl[C:2]1[C:7]2[C:8]([I:11])=[N:9][NH:10][C:6]=2[CH:5]=[CH:4][N:3]=1.[CH2:12]([NH2:14])[CH3:13]. (4) Given the product [CH3:22][N:3]1[C:2]([S:1][CH3:25])=[N:6][N:5]=[C:4]1[C:7]1[CH:12]=[CH:11][N:10]([CH2:13][O:14][CH2:15][CH2:16][Si:17]([CH3:19])([CH3:18])[CH3:20])[C:9](=[O:21])[CH:8]=1, predict the reactants needed to synthesize it. The reactants are: [SH:1][C:2]1[N:3]([CH3:22])[C:4]([C:7]2[CH:12]=[CH:11][N:10]([CH2:13][O:14][CH2:15][CH2:16][Si:17]([CH3:20])([CH3:19])[CH3:18])[C:9](=[O:21])[CH:8]=2)=[N:5][N:6]=1.[OH-].[Na+].[CH2:25](O)C.IC. (5) Given the product [CH3:49][S:50]([O:15][CH2:14][C@H:13]1[CH2:12][O:11][C@@H:10]([C:16](=[O:17])[N:18]([CH:39]2[CH2:40][CH2:41]2)[C@@H:19]([C:21]2[C:29]3[C:24](=[N:25][C:26]([CH3:30])=[CH:27][CH:28]=3)[N:23]([CH2:31][CH2:32][CH2:33][NH:34][C:35]([O:36][CH3:37])=[O:38])[N:22]=2)[CH3:20])[CH2:9][N:8]1[CH2:1][C:2]1[CH:7]=[CH:6][CH:5]=[CH:4][CH:3]=1)(=[O:52])=[O:51], predict the reactants needed to synthesize it. The reactants are: [CH2:1]([N:8]1[C@@H:13]([CH2:14][OH:15])[CH2:12][O:11][C@@H:10]([C:16]([N:18]([CH:39]2[CH2:41][CH2:40]2)[C@@H:19]([C:21]2[C:29]3[C:24](=[N:25][C:26]([CH3:30])=[CH:27][CH:28]=3)[N:23]([CH2:31][CH2:32][CH2:33][NH:34][C:35](=[O:38])[O:36][CH3:37])[N:22]=2)[CH3:20])=[O:17])[CH2:9]1)[C:2]1[CH:7]=[CH:6][CH:5]=[CH:4][CH:3]=1.C(N(CC)CC)C.[CH3:49][S:50](Cl)(=[O:52])=[O:51].C(=O)([O-])O.[Na+]. (6) Given the product [NH2:24][C:17]1([C:20]([O:22][CH3:23])=[O:21])[CH2:16][CH2:15][N:14]([CH2:13][CH2:12][C:11]2[C:10]3[C:5](=[CH:6][CH:7]=[C:8]([O:35][CH3:36])[CH:9]=3)[N:4]=[CH:3][C:2]=2[F:1])[CH2:19][CH2:18]1, predict the reactants needed to synthesize it. The reactants are: [F:1][C:2]1[CH:3]=[N:4][C:5]2[C:10]([C:11]=1[CH2:12][CH2:13][N:14]1[CH2:19][CH2:18][C:17]([NH:24]C(OCC3C=CC=CC=3)=O)([C:20]([O:22][CH3:23])=[O:21])[CH2:16][CH2:15]1)=[CH:9][C:8]([O:35][CH3:36])=[CH:7][CH:6]=2.